From a dataset of Peptide-MHC class I binding affinity with 185,985 pairs from IEDB/IMGT. Regression. Given a peptide amino acid sequence and an MHC pseudo amino acid sequence, predict their binding affinity value. This is MHC class I binding data. (1) The MHC is HLA-B07:02 with pseudo-sequence HLA-B07:02. The peptide sequence is QPGPSWGLSL. The binding affinity (normalized) is 0.734. (2) The peptide sequence is TPKPAVRFAI. The MHC is HLA-B44:03 with pseudo-sequence HLA-B44:03. The binding affinity (normalized) is 0. (3) The MHC is Mamu-A01 with pseudo-sequence Mamu-A01. The peptide sequence is NFPGLAKV. The binding affinity (normalized) is 0. (4) The peptide sequence is AINSEMFLL. The MHC is HLA-A30:01 with pseudo-sequence HLA-A30:01. The binding affinity (normalized) is 0.185. (5) The peptide sequence is SRDKTIIMW. The MHC is HLA-A02:01 with pseudo-sequence HLA-A02:01. The binding affinity (normalized) is 0.0847. (6) The peptide sequence is FVLALYSPPL. The MHC is HLA-A02:06 with pseudo-sequence HLA-A02:06. The binding affinity (normalized) is 0.505.